This data is from Catalyst prediction with 721,799 reactions and 888 catalyst types from USPTO. The task is: Predict which catalyst facilitates the given reaction. (1) Reactant: [S:1]1[CH:5]=[C:4]([CH:6]([NH:10][C:11]2[CH:16]=[CH:15][CH:14]=[C:13]([O:17][CH3:18])[CH:12]=2)[C:7]([OH:9])=[O:8])[C:3]2[CH:19]=[CH:20][CH:21]=[CH:22][C:2]1=2.[N:23]12[CH2:30][CH2:29][CH:26]([CH2:27][CH2:28]1)[C@@H:25](O)[CH2:24]2.C1CCC(N=C=NC2CCCCC2)CC1.C1C=CC2N(O)N=NC=2C=1. Product: [S:1]1[CH:5]=[C:4]([CH:6]([NH:10][C:11]2[CH:16]=[CH:15][CH:14]=[C:13]([O:17][CH3:18])[CH:12]=2)[C:7]([O:9][C@@H:25]2[CH:26]3[CH2:29][CH2:30][N:23]([CH2:28][CH2:27]3)[CH2:24]2)=[O:8])[C:3]2[CH:19]=[CH:20][CH:21]=[CH:22][C:2]1=2. The catalyst class is: 1. (2) Reactant: [F:1][C:2]([F:15])([F:14])[C:3]1[CH:8]=[CH:7][C:6]([CH2:9][S:10]([NH2:13])(=[O:12])=[O:11])=[CH:5][CH:4]=1.F[P-](F)(F)(F)(F)F.Br[P+](N1CCCC1)(N1CCCC1)N1CCCC1.[C:40]([C:42]1[C:43]([N:60]2[CH2:65][CH2:64][CH:63]([C:66](O)=[O:67])[CH2:62][CH2:61]2)=[N:44][C:45]([CH2:53][N:54]2[CH2:58][CH2:57][CH2:56][C:55]2=[O:59])=[C:46]([C:48]([O:50][CH2:51][CH3:52])=[O:49])[CH:47]=1)#[N:41].CCN(C(C)C)C(C)C.OS([O-])(=O)=O.[K+]. Product: [C:40]([C:42]1[C:43]([N:60]2[CH2:61][CH2:62][CH:63]([C:66](=[O:67])[NH:13][S:10]([CH2:9][C:6]3[CH:5]=[CH:4][C:3]([C:2]([F:1])([F:14])[F:15])=[CH:8][CH:7]=3)(=[O:12])=[O:11])[CH2:64][CH2:65]2)=[N:44][C:45]([CH2:53][N:54]2[CH2:58][CH2:57][CH2:56][C:55]2=[O:59])=[C:46]([CH:47]=1)[C:48]([O:50][CH2:51][CH3:52])=[O:49])#[N:41]. The catalyst class is: 2. (3) Reactant: Br[CH2:2][CH2:3][O:4][C:5]1[CH:20]=[CH:19][C:8]([O:9][C:10]2[S:11][C:12]3[C:13]([N:18]=2)=[N:14][CH:15]=[CH:16][CH:17]=3)=[CH:7][CH:6]=1.[NH:21]1[CH2:26][CH2:25][CH:24]([O:27][C:28]2[N:33]=[CH:32][CH:31]=[CH:30][N:29]=2)[CH2:23][CH2:22]1.C(N(CC)C(C)C)(C)C. Product: [N:29]1[CH:30]=[CH:31][CH:32]=[N:33][C:28]=1[O:27][CH:24]1[CH2:25][CH2:26][N:21]([CH2:2][CH2:3][O:4][C:5]2[CH:20]=[CH:19][C:8]([O:9][C:10]3[S:11][C:12]4[C:13]([N:18]=3)=[N:14][CH:15]=[CH:16][CH:17]=4)=[CH:7][CH:6]=2)[CH2:22][CH2:23]1. The catalyst class is: 23. (4) Reactant: [Br:1][C:2]1[C:6]2[C:7](Cl)=[N:8][CH:9]=[CH:10][C:5]=2[S:4][CH:3]=1.[NH4+:12].[OH-]. Product: [Br:1][C:2]1[C:6]2[C:7]([NH2:12])=[N:8][CH:9]=[CH:10][C:5]=2[S:4][CH:3]=1. The catalyst class is: 12. (5) The catalyst class is: 57. Product: [I:10][C:11]1[CH:12]=[CH:13][C:14]2[N:15]([C:2]([C:3]([O:5][CH3:6])=[O:4])=[C:7]([CH3:8])[N:17]=2)[N:16]=1. Reactant: Br[CH:2]([C:7](=O)[CH3:8])[C:3]([O:5][CH3:6])=[O:4].[I:10][C:11]1[N:16]=[N:15][C:14]([NH2:17])=[CH:13][CH:12]=1. (6) Reactant: Cl.C([O:6][C:7](=[O:28])[CH2:8][NH:9][S:10]([C:13]1[CH:22]=[C:21]2[C:16]([C:17]([Cl:27])=[CH:18][N:19]=[C:20]2[NH:23][C:24]([NH2:26])=[NH:25])=[CH:15][CH:14]=1)(=[O:12])=[O:11])(C)(C)C.[C:29]([C:33]([OH:35])=[O:34])([F:32])([F:31])[F:30]. Product: [F:30][C:29]([F:32])([F:31])[C:33]([OH:35])=[O:34].[Cl:27][C:17]1[C:16]2[C:21](=[CH:22][C:13]([S:10]([NH:9][CH2:8][C:7]([OH:28])=[O:6])(=[O:11])=[O:12])=[CH:14][CH:15]=2)[C:20]([NH:23][C:24]([NH2:26])=[NH:25])=[N:19][CH:18]=1. The catalyst class is: 11. (7) Reactant: [CH2:1]([O:3][C:4](=[O:13])[CH2:5][C:6]1[C:7]([CH3:12])=[N:8][NH:9][C:10]=1[CH3:11])[CH3:2].[Cl:14][C:15]1[CH:22]=[C:21]([N+:23]([O-:25])=[O:24])[CH:20]=[CH:19][C:16]=1[CH2:17]Br.C([O-])([O-])=O.[K+].[K+]. Product: [CH2:1]([O:3][C:4](=[O:13])[CH2:5][C:6]1[C:7]([CH3:12])=[N:8][N:9]([CH2:17][C:16]2[CH:19]=[CH:20][C:21]([N+:23]([O-:25])=[O:24])=[CH:22][C:15]=2[Cl:14])[C:10]=1[CH3:11])[CH3:2]. The catalyst class is: 10. (8) Reactant: [NH2:1][C:2]1[S:3][C:4]([CH3:7])=[CH:5][N:6]=1.[Br:8][CH2:9][C:10](Br)=[O:11]. Product: [Br:8][CH2:9][C:10]([NH:1][C:2]1[S:3][C:4]([CH3:7])=[CH:5][N:6]=1)=[O:11]. The catalyst class is: 4.